This data is from Forward reaction prediction with 1.9M reactions from USPTO patents (1976-2016). The task is: Predict the product of the given reaction. (1) Given the reactants [CH2:1]([Zn]CC)C.ClCI.[OH:9][CH2:10][C:11](=[CH2:25])[CH2:12][CH2:13][N:14]1[C:22](=[O:23])[C:21]2[C:16](=[CH:17][CH:18]=[CH:19][CH:20]=2)[C:15]1=[O:24].[NH4+].[Cl-], predict the reaction product. The product is: [O:24]=[C:15]1[C:16]2[C:21](=[CH:20][CH:19]=[CH:18][CH:17]=2)[C:22](=[O:23])[N:14]1[CH2:13][CH2:12][C:11]1([CH2:10][OH:9])[CH2:1][CH2:25]1. (2) Given the reactants Cl[C:2]1[CH:3]=[CH:4][C:5](=[O:13])[N:6]([CH2:8][CH2:9][N:10]([CH3:12])[CH3:11])[N:7]=1.C(=O)([O-])[O-].[Cs+].[Cs+].[Cl:20][C:21]1[CH:22]=[C:23]2[C:27](=[CH:28][CH:29]=1)[NH:26][C:25]([S:30]([N:33]1[CH2:38][CH2:37][N:36]([C:39]([C:41]3[CH:46]=[CH:45][C:44](B(O)O)=[CH:43][CH:42]=3)=[O:40])[CH2:35][CH2:34]1)(=[O:32])=[O:31])=[CH:24]2, predict the reaction product. The product is: [Cl:20][C:21]1[CH:22]=[C:23]2[C:27](=[CH:28][CH:29]=1)[NH:26][C:25]([S:30]([N:33]1[CH2:34][CH2:35][N:36]([C:39]([C:41]3[CH:42]=[CH:43][C:44]([C:2]4[CH:3]=[CH:4][C:5](=[O:13])[N:6]([CH2:8][CH2:9][N:10]([CH3:12])[CH3:11])[N:7]=4)=[CH:45][CH:46]=3)=[O:40])[CH2:37][CH2:38]1)(=[O:31])=[O:32])=[CH:24]2. (3) The product is: [C:1]([O:9][CH:10]1[C:18]2[C:13](=[CH:14][CH:15]=[C:16]([CH3:19])[CH:17]=2)[N:12]([CH2:20][CH2:21][C:24]2[CH:25]=[CH:26][CH:30]=[CH:31][CH:32]=2)[C:11]1=[O:22])(=[O:8])[C:2]1[CH:3]=[CH:4][CH:5]=[CH:6][CH:7]=1. Given the reactants [C:1]([O:9][CH:10]1[C:18]2[C:13](=[CH:14][CH:15]=[C:16]([CH3:19])[CH:17]=2)[N:12]([CH2:20][CH3:21])[C:11]1=[O:22])(=[O:8])[C:2]1[CH:7]=[CH:6][CH:5]=[CH:4][CH:3]=1.C[C:24]1[CH:25]=[C:26]2[C:30](=[CH:31][CH:32]=1)N(CC[C:24]1[CH:32]=[CH:31][CH:30]=[CH:26][CH:25]=1)C(=O)C2=O, predict the reaction product. (4) The product is: [CH2:1]([O:3][C:4]([C:6]1[N:14]([CH3:15])[C:13]2[C:12]([F:16])=[CH:11][N:10]=[CH:9][C:8]=2[C:7]=1[NH:17][C:18]1[CH:23]=[CH:22][C:21]([I:29])=[CH:20][C:19]=1[F:28])=[O:5])[CH3:2]. Given the reactants [CH2:1]([O:3][C:4]([C:6]1[N:14]([CH3:15])[C:13]2[C:12]([F:16])=[CH:11][N:10]=[CH:9][C:8]=2[C:7]=1[NH:17][C:18]1[CH:23]=[CH:22][C:21]([Si](C)(C)C)=[CH:20][C:19]=1[F:28])=[O:5])[CH3:2].[I:29]Cl, predict the reaction product. (5) Given the reactants [CH3:1][O:2][C:3]1[CH:8]=[CH:7][C:6]([C:9]#[C:10][C:11]2[CH:16]=[CH:15][CH:14]=[CH:13][C:12]=2[C:17]2[N:22]=[C:21]([N:23]3[C:27]([C:28]([F:31])([F:30])[F:29])=[C:26]([C:32]([O:34][CH2:35][CH3:36])=[O:33])[CH:25]=[N:24]3)[CH:20]=[CH:19][CH:18]=2)=[CH:5][CH:4]=1.[H][H], predict the reaction product. The product is: [CH3:1][O:2][C:3]1[CH:8]=[CH:7][C:6]([CH2:9][CH2:10][C:11]2[CH:16]=[CH:15][CH:14]=[CH:13][C:12]=2[C:17]2[N:22]=[C:21]([N:23]3[C:27]([C:28]([F:31])([F:29])[F:30])=[C:26]([C:32]([O:34][CH2:35][CH3:36])=[O:33])[CH:25]=[N:24]3)[CH:20]=[CH:19][CH:18]=2)=[CH:5][CH:4]=1. (6) Given the reactants ClC1C(C(=O)N(CCCC)CCCC)=NN(C2C=CC(C(OCC)=O)=CC=2C(N2CCC3C(=CC=CC=3)C2)=O)C=1C.[Br:42][C:43]1[C:44]([C:49]([N:51]([CH2:56][CH2:57][CH2:58][CH3:59])[CH2:52][CH2:53][CH2:54][CH3:55])=[O:50])=[N:45][NH:46][C:47]=1[CH3:48].F[C:61]1[CH:76]=[CH:75][C:64]([C:65]([O:67][CH2:68][C:69]2[CH:74]=[CH:73][CH:72]=[CH:71][CH:70]=2)=[O:66])=[CH:63][C:62]=1[C:77]([N:79]1[CH2:88][CH2:87][C:86]2[C:81](=[CH:82][CH:83]=[CH:84][CH:85]=2)[CH2:80]1)=[O:78], predict the reaction product. The product is: [Br:42][C:43]1[C:44]([C:49](=[O:50])[N:51]([CH2:52][CH2:53][CH2:54][CH3:55])[CH2:56][CH2:57][CH2:58][CH3:59])=[N:45][N:46]([C:61]2[CH:76]=[CH:75][C:64]([C:65]([O:67][CH2:68][C:69]3[CH:70]=[CH:71][CH:72]=[CH:73][CH:74]=3)=[O:66])=[CH:63][C:62]=2[C:77]([N:79]2[CH2:88][CH2:87][C:86]3[C:81](=[CH:82][CH:83]=[CH:84][CH:85]=3)[CH2:80]2)=[O:78])[C:47]=1[CH3:48]. (7) Given the reactants [CH3:1][C@H:2]1[C:7](=[O:8])[O:6][CH2:5][C:4]([CH3:10])([CH3:9])[NH:3]1.[Cl:11][C:12]1[CH:17]=[CH:16][C:15]([Mg]Br)=[CH:14][CH:13]=1.[NH4+].[Cl-].CCOC(C)=O, predict the reaction product. The product is: [Cl:11][C:12]1[CH:17]=[CH:16][C:15]([C@:7]2([OH:8])[O:6][CH2:5][C:4]([CH3:10])([CH3:9])[NH:3][C@H:2]2[CH3:1])=[CH:14][CH:13]=1. (8) The product is: [CH2:23]([O:1][C:2]1[C:3](=[O:22])[CH:4]=[C:5]([CH2:10][NH:11][S:12]([C:15]2[CH:20]=[CH:19][CH:18]=[CH:17][C:16]=2[CH3:21])(=[O:14])=[O:13])[O:6][C:7]=1[CH2:8][OH:9])[C:24]1[CH:29]=[CH:28][CH:27]=[CH:26][CH:25]=1. Given the reactants [OH:1][C:2]1[C:3](=[O:22])[CH:4]=[C:5]([CH2:10][NH:11][S:12]([C:15]2[CH:20]=[CH:19][CH:18]=[CH:17][C:16]=2[CH3:21])(=[O:14])=[O:13])[O:6][C:7]=1[CH2:8][OH:9].[CH2:23](OC1C(=O)C=C(CNS(C2C=CC=CC=2)(=O)=O)OC=1CO)[C:24]1[CH:29]=[CH:28][CH:27]=[CH:26][CH:25]=1, predict the reaction product.